From a dataset of Reaction yield outcomes from USPTO patents with 853,638 reactions. Predict the reaction yield, written as a fraction of the theoretical maximum amount of product (1.0 means a 100% yield; for example, 0.34 means a 34% yield). (1) The reactants are [OH:1][C:2]1[CH:3]=[C:4]([NH:9][C:10](=[O:14])[CH:11]([CH3:13])[CH3:12])[CH:5]=[CH:6][C:7]=1[CH3:8].[C:15](=O)([O-])[O-].[K+].[K+].CI. The catalyst is CC(C)=O. The product is [CH3:15][O:1][C:2]1[CH:3]=[C:4]([NH:9][C:10](=[O:14])[CH:11]([CH3:12])[CH3:13])[CH:5]=[CH:6][C:7]=1[CH3:8]. The yield is 0.950. (2) The reactants are [CH:1]1([C:7]2[C:15]3[C:10](=[CH:11][C:12]([C:16]([O:18]C(C)(C)C)=[O:17])=[CH:13][CH:14]=3)[N:9]([CH3:23])[C:8]=2[C:24]2[CH:29]=[CH:28][CH:27]=[CH:26][C:25]=2[O:30][CH2:31][C:32]([O:34][CH3:35])=[O:33])[CH2:6][CH2:5][CH2:4][CH2:3][CH2:2]1.ClCCl. No catalyst specified. The product is [CH:1]1([C:7]2[C:15]3[C:10](=[CH:11][C:12]([C:16]([OH:18])=[O:17])=[CH:13][CH:14]=3)[N:9]([CH3:23])[C:8]=2[C:24]2[CH:29]=[CH:28][CH:27]=[CH:26][C:25]=2[O:30][CH2:31][C:32]([O:34][CH3:35])=[O:33])[CH2:6][CH2:5][CH2:4][CH2:3][CH2:2]1. The yield is 0.960. (3) The reactants are [CH:1]([N:4]1[CH2:9][CH2:8][CH:7]([O:10][C:11]2[CH:19]=[CH:18][C:17]3[N:16]4[CH2:20][CH2:21][NH:22][C:23](=[O:24])[C:15]4=[CH:14][C:13]=3[CH:12]=2)[CH2:6][CH2:5]1)([CH3:3])[CH3:2].[H-].[Na+].Cl.Cl[CH2:29][C:30]1[CH:35]=[CH:34][N:33]=[CH:32][CH:31]=1. No catalyst specified. The product is [CH:1]([N:4]1[CH2:9][CH2:8][CH:7]([O:10][C:11]2[CH:19]=[CH:18][C:17]3[N:16]4[CH2:20][CH2:21][N:22]([CH2:29][C:30]5[CH:35]=[CH:34][N:33]=[CH:32][CH:31]=5)[C:23](=[O:24])[C:15]4=[CH:14][C:13]=3[CH:12]=2)[CH2:6][CH2:5]1)([CH3:3])[CH3:2]. The yield is 0.740. (4) The reactants are [C@@H:1]1([N:10]2[CH:17]=[CH:16][C:14](=[O:15])[NH:13][C:11]2=[O:12])[S:7][C@H:6]([CH2:8][OH:9])[C@@H:4]([OH:5])[C@H:2]1[OH:3].[CH3:18][O:19][C:20]1[CH:41]=[CH:40][C:23]([C:24](Cl)([C:33]2[CH:38]=[CH:37][CH:36]=[CH:35][CH:34]=2)[C:25]2[CH:30]=[CH:29][C:28]([O:31][CH3:32])=[CH:27][CH:26]=2)=[CH:22][CH:21]=1. The catalyst is N1C=CC=CC=1. The product is [CH3:32][O:31][C:28]1[CH:27]=[CH:26][C:25]([C:24]([CH:8]([OH:9])[C@H:6]2[S:7][C@@H:1]([N:10]3[CH:17]=[CH:16][C:14](=[O:15])[NH:13][C:11]3=[O:12])[C@H:2]([OH:3])[C@@H:4]2[OH:5])([C:33]2[CH:34]=[CH:35][CH:36]=[CH:37][CH:38]=2)[C:23]2[CH:40]=[CH:41][C:20]([O:19][CH3:18])=[CH:21][CH:22]=2)=[CH:30][CH:29]=1. The yield is 0.800. (5) The product is [Cl:1][C:2]1[CH:3]=[C:4]([NH:9][C:10]2[C:19]3[C:14](=[CH:15][C:16]([O:23][CH2:24][CH3:25])=[C:17]([NH2:20])[CH:18]=3)[N:13]=[CH:12][N:11]=2)[CH:5]=[CH:6][C:7]=1[F:8]. The reactants are [Cl:1][C:2]1[CH:3]=[C:4]([NH:9][C:10]2[C:19]3[C:14](=[CH:15][C:16]([O:23][CH2:24][CH3:25])=[C:17]([N+:20]([O-])=O)[CH:18]=3)[N:13]=[CH:12][N:11]=2)[CH:5]=[CH:6][C:7]=1[F:8].Cl.[OH-].[Na+]. The yield is 0.848. The catalyst is C(O)C.[Fe]. (6) The product is [CH2:19]([O:22][N:23]=[C:11]1[CH2:12][N:8]([C:6]([O:5][C:1]([CH3:4])([CH3:3])[CH3:2])=[O:7])[C@H:9]([C:14]([OH:16])=[O:15])[CH2:10]1)[CH:20]=[CH2:21]. The yield is 0.940. The reactants are [C:1]([O:5][C:6]([N:8]1[CH2:12][C:11](=O)[CH2:10][C@H:9]1[C:14]([OH:16])=[O:15])=[O:7])([CH3:4])([CH3:3])[CH3:2].O.Cl.[CH2:19]([O:22][NH2:23])[CH:20]=[CH2:21].N1C=CC=CC=1. The catalyst is C(O)C. (7) The reactants are [CH2:1]([O:8][C:9]([CH3:29])([CH3:28])/[CH:10]=[CH:11]/[CH2:12][C@:13]1([C:18]([O:20]CC2C=CC=CC=2)=[O:19])[CH2:16][C:15](=[O:17])[O:14]1)[C:2]1[CH:7]=[CH:6][CH:5]=[CH:4][CH:3]=1.C([SiH](CC)CC)C. The catalyst is CC([O-])=O.CC([O-])=O.[Pd+2]. The product is [CH2:1]([O:8][C:9]([CH3:29])([CH3:28])/[CH:10]=[CH:11]/[CH2:12][C@:13]1([C:18]([OH:20])=[O:19])[CH2:16][C:15](=[O:17])[O:14]1)[C:2]1[CH:7]=[CH:6][CH:5]=[CH:4][CH:3]=1. The yield is 0.850. (8) The reactants are [C:1]([C:3]1[C:8]([S:9][CH3:10])=[CH:7][C:6](=[O:11])[NH:5][C:4]=1[S:12][CH2:13][C:14]([NH2:16])=[O:15])#[N:2].[H-].[Na+].C1C=CC(N([S:26]([C:29]([F:32])([F:31])[F:30])(=[O:28])=[O:27])[S:26]([C:29]([F:32])([F:31])[F:30])(=[O:28])=[O:27])=CC=1.O. The catalyst is CN(C=O)C. The product is [NH2:2][C:1]1[C:3]2[C:4](=[N:5][C:6]([O:11][S:26]([C:29]([F:32])([F:31])[F:30])(=[O:28])=[O:27])=[CH:7][C:8]=2[S:9][CH3:10])[S:12][C:13]=1[C:14](=[O:15])[NH2:16]. The yield is 0.524. (9) No catalyst specified. The product is [CH3:17][C:18]1[CH:26]=[CH:25][CH:24]=[C:23]2[C:19]=1[C:20](=[CH:28][NH:16][C:13]1[CH:12]=[CH:11][C:10]([O:9][CH2:8][CH:4]3[CH2:5][CH2:6][CH2:7][N:2]([CH3:1])[CH2:3]3)=[CH:15][CH:14]=1)[C:21](=[O:27])[NH:22]2. The reactants are [CH3:1][N:2]1[CH2:7][CH2:6][CH2:5][CH:4]([CH2:8][O:9][C:10]2[CH:15]=[CH:14][C:13]([NH2:16])=[CH:12][CH:11]=2)[CH2:3]1.[CH3:17][C:18]1[CH:26]=[CH:25][CH:24]=[C:23]2[C:19]=1[C:20](=[CH:28]O)[C:21](=[O:27])[NH:22]2. The yield is 0.510.